Dataset: Full USPTO retrosynthesis dataset with 1.9M reactions from patents (1976-2016). Task: Predict the reactants needed to synthesize the given product. (1) Given the product [F:1][C:2]1[CH:3]=[C:4]([CH:5]=[C:6]([F:19])[C:7]=1[O:8][C:9]1[CH:14]=[N:13][C:12]([C:15]([F:17])([F:18])[F:16])=[N:11][CH:10]=1)[CH2:20][O:21][C:23]1[CH:24]=[C:25]2[N:32]([CH3:33])[C:31]([CH3:35])([CH3:34])[CH2:30][N:26]2[C:27](=[O:29])[N:28]=1, predict the reactants needed to synthesize it. The reactants are: [F:1][C:2]1[CH:3]=[C:4]([CH2:20][OH:21])[CH:5]=[C:6]([F:19])[C:7]=1[O:8][C:9]1[CH:10]=[N:11][C:12]([C:15]([F:18])([F:17])[F:16])=[N:13][CH:14]=1.Cl[C:23]1[CH:24]=[C:25]2[N:32]([CH3:33])[C:31]([CH3:35])([CH3:34])[CH2:30][N:26]2[C:27](=[O:29])[N:28]=1. (2) The reactants are: [Br:1][C:2]1[CH:3]=[C:4]([NH2:9])[C:5]([NH2:8])=[CH:6][CH:7]=1.Cl.[Cl:11][CH2:12][C:13](=N)OCC. Given the product [Br:1][C:2]1[CH:7]=[CH:6][C:5]2[N:8]=[C:13]([CH2:12][Cl:11])[NH:9][C:4]=2[CH:3]=1, predict the reactants needed to synthesize it. (3) Given the product [OH:1][C@@H:2]1[CH2:6][C@H:5]([OH:7])[C@H:4]([CH2:8]/[CH:9]=[CH:10]\[CH2:11][CH2:12][CH2:13][C:14]([O:16][CH:30]([Br:32])[CH3:31])=[O:15])[C@H:3]1[CH2:17][CH2:18][C@@H:19]([OH:28])[CH2:20][CH2:21][C:22]1[CH:23]=[CH:24][CH:25]=[CH:26][CH:27]=1, predict the reactants needed to synthesize it. The reactants are: [OH:1][C@@H:2]1[CH2:6][C@H:5]([OH:7])[C@H:4]([CH2:8]/[CH:9]=[CH:10]\[CH2:11][CH2:12][CH2:13][C:14]([OH:16])=[O:15])[C@H:3]1[CH2:17][CH2:18][C@@H:19]([OH:28])[CH2:20][CH2:21][C:22]1[CH:27]=[CH:26][CH:25]=[CH:24][CH:23]=1.I[CH:30]([Br:32])[CH3:31].C1CCN2C(=NCCC2)CC1. (4) Given the product [ClH:1].[Cl:24][C:25]1[CH:30]=[CH:29][CH:28]=[CH:27][C:26]=1[NH:31][C:32]([N:10]1[CH2:11][CH2:12][C:7]2[NH:6][C:5]3[N:13]=[CH:14][C:2]([Cl:1])=[CH:3][C:4]=3[C:8]=2[CH2:9]1)=[O:33], predict the reactants needed to synthesize it. The reactants are: [Cl:1][C:2]1[CH:14]=[N:13][C:5]2[NH:6][C:7]3[CH2:12][CH2:11][NH:10][CH2:9][C:8]=3[C:4]=2[CH:3]=1.CCN(C(C)C)C(C)C.[Cl:24][C:25]1[CH:30]=[CH:29][CH:28]=[CH:27][C:26]=1[N:31]=[C:32]=[O:33].Cl.CCOCC.